Dataset: Forward reaction prediction with 1.9M reactions from USPTO patents (1976-2016). Task: Predict the product of the given reaction. (1) Given the reactants Cl.[NH2:2][C:3]1[C:12]2[N:13]=[C:14]([CH2:20][CH2:21][CH2:22][CH2:23][NH:24]C(=O)OC(C)(C)C)[N:15]([CH2:16][CH:17]([CH3:19])[CH3:18])[C:11]=2[C:10]2[CH:9]=[CH:8][CH:7]=[CH:6][C:5]=2[N:4]=1, predict the reaction product. The product is: [NH2:24][CH2:23][CH2:22][CH2:21][CH2:20][C:14]1[N:15]([CH2:16][CH:17]([CH3:19])[CH3:18])[C:11]2[C:10]3[CH:9]=[CH:8][CH:7]=[CH:6][C:5]=3[N:4]=[C:3]([NH2:2])[C:12]=2[N:13]=1. (2) Given the reactants C([Li])CCC.[Cl:6][C:7]1[CH:12]=[CH:11][C:10]([NH:13][CH3:14])=[CH:9][C:8]=1[F:15].CC([O-])(C)C.[K+].[C:22](=[O:24])=[O:23], predict the reaction product. The product is: [Cl:6][C:7]1[C:8]([F:15])=[C:9]([C:10]([NH:13][CH3:14])=[CH:11][CH:12]=1)[C:22]([OH:24])=[O:23]. (3) The product is: [Cl:1][C:2]1[CH:7]=[C:6]([NH:8][C:18](=[O:19])[C:17]([CH3:22])([CH3:21])[CH3:16])[CH:5]=[CH:4][N:3]=1. Given the reactants [Cl:1][C:2]1[CH:7]=[C:6]([NH2:8])[CH:5]=[CH:4][N:3]=1.C(N(CC)CC)C.[CH3:16][C:17]([CH3:22])([CH3:21])[C:18](Cl)=[O:19].[NH4+].[Cl-], predict the reaction product. (4) Given the reactants Cl[C:2]1[N:10]=[C:9]2[C:5]([N:6]=[CH:7][N:8]2[C@@H:11]2[CH2:15][CH2:14][O:13][CH2:12]2)=[C:4]([NH:16][CH2:17][CH2:18][C:19]2[CH:24]=[CH:23][C:22]([OH:25])=[CH:21][CH:20]=2)[N:3]=1.[S:26]1[CH:30]=[C:29](B(O)O)[C:28]2[CH:34]=[CH:35][CH:36]=[CH:37][C:27]1=2, predict the reaction product. The product is: [S:26]1[CH:30]=[C:29]([C:2]2[N:10]=[C:9]3[C:5]([N:6]=[CH:7][N:8]3[C@@H:11]3[CH2:15][CH2:14][O:13][CH2:12]3)=[C:4]([NH:16][CH2:17][CH2:18][C:19]3[CH:24]=[CH:23][C:22]([OH:25])=[CH:21][CH:20]=3)[N:3]=2)[C:28]2[CH:34]=[CH:35][CH:36]=[CH:37][C:27]1=2. (5) Given the reactants [CH2:1]([O:3][C:4](=[O:17])[CH2:5][CH2:6][NH:7][C:8]1[CH:9]=[C:10]2[C:14](=[CH:15][CH:16]=1)[CH2:13][CH2:12][CH2:11]2)[CH3:2].Cl[C:19]1[C:24]([C:25]([O:27][CH2:28][CH3:29])=[O:26])=[CH:23][N:22]=[C:21]([S:30][CH3:31])[N:20]=1.C(N(CC)CC)C, predict the reaction product. The product is: [CH2:28]([O:27][C:25]([C:24]1[C:19]([N:7]([CH2:6][CH2:5][C:4]([O:3][CH2:1][CH3:2])=[O:17])[C:8]2[CH:9]=[C:10]3[C:14](=[CH:15][CH:16]=2)[CH2:13][CH2:12][CH2:11]3)=[N:20][C:21]([S:30][CH3:31])=[N:22][CH:23]=1)=[O:26])[CH3:29]. (6) Given the reactants [F:1][C:2]1[CH:11]=[CH:10][C:9]([N:12]2[CH2:17][CH2:16][CH:15]([N:18]3[CH2:23][CH2:22][N:21]([C:24]4[CH:25]=[C:26]([O:34][CH3:35])[CH:27]=[C:28]5[C:33]=4[N:32]=[CH:31][CH:30]=[CH:29]5)[CH2:20][CH2:19]3)[CH2:14][CH2:13]2)=[C:8]2[C:3]=1[C:4]([O:40][CH3:41])=[CH:5][C:6]([C:36]([F:39])([F:38])[F:37])=[N:7]2.C[C:43]([CH3:45])=[O:44].C1C[O:49][CH2:48][CH2:47]1.[OH2:51], predict the reaction product. The product is: [C:43]([OH:44])(=[O:49])[CH2:45][CH2:25][C:26]([OH:34])=[O:51].[C:43]([OH:44])(=[O:34])[CH2:45][CH2:47][C:48]([OH:49])=[O:51].[F:1][C:2]1[CH:11]=[CH:10][C:9]([N:12]2[CH2:13][CH2:14][CH:15]([N:18]3[CH2:23][CH2:22][N:21]([C:24]4[CH:25]=[C:26]([O:34][CH3:35])[CH:27]=[C:28]5[C:33]=4[N:32]=[CH:31][CH:30]=[CH:29]5)[CH2:20][CH2:19]3)[CH2:16][CH2:17]2)=[C:8]2[C:3]=1[C:4]([O:40][CH3:41])=[CH:5][C:6]([C:36]([F:37])([F:39])[F:38])=[N:7]2. (7) Given the reactants [OH:1][CH2:2][CH2:3][NH:4][C:5](=[O:16])[CH2:6][C:7]1[CH:12]=[CH:11][CH:10]=[C:9]([N+:13]([O-])=O)[CH:8]=1, predict the reaction product. The product is: [NH2:13][C:9]1[CH:8]=[C:7]([CH2:6][C:5]([NH:4][CH2:3][CH2:2][OH:1])=[O:16])[CH:12]=[CH:11][CH:10]=1. (8) Given the reactants [H-].[Na+].[Br:3][C:4]1[CH:9]=[CH:8][C:7]([N:10]2[C:21]3[C:13](=[C:14]4[N:18]([C:19](=[O:23])[C:20]=3F)[CH2:17][CH2:16][CH2:15]4)[NH:12][C:11]2=[O:24])=[C:6]([F:25])[CH:5]=1.[CH3:26][C:27]([O:30][C:31](O[C:31]([O:30][C:27]([CH3:29])([CH3:28])[CH3:26])=[O:32])=[O:32])([CH3:29])[CH3:28], predict the reaction product. The product is: [C:27]([O:30][C:31]([N:12]1[C:13]2[C:21](=[CH:20][C:19](=[O:23])[N:18]3[C:14]=2[CH2:15][CH2:16][CH2:17]3)[N:10]([C:7]2[CH:8]=[CH:9][C:4]([Br:3])=[CH:5][C:6]=2[F:25])[C:11]1=[O:24])=[O:32])([CH3:29])([CH3:28])[CH3:26].